This data is from Peptide-MHC class I binding affinity with 185,985 pairs from IEDB/IMGT. The task is: Regression. Given a peptide amino acid sequence and an MHC pseudo amino acid sequence, predict their binding affinity value. This is MHC class I binding data. (1) The peptide sequence is NTDEIPELI. The MHC is HLA-B46:01 with pseudo-sequence HLA-B46:01. The binding affinity (normalized) is 0.0847. (2) The peptide sequence is ALAYYNNSK. The MHC is HLA-A03:01 with pseudo-sequence HLA-A03:01. The binding affinity (normalized) is 0.649.